Dataset: Catalyst prediction with 721,799 reactions and 888 catalyst types from USPTO. Task: Predict which catalyst facilitates the given reaction. (1) Reactant: FC(F)(F)C(O)=O.C(OC(=O)[NH:14][C@H:15]([C:28](=[O:30])[NH2:29])[CH2:16][C:17]1[CH:22]=[CH:21][C:20]([O:23][CH2:24][C:25](=[O:27])[CH3:26])=[CH:19][CH:18]=1)(C)(C)C. Product: [NH2:14][C@@H:15]([CH2:16][C:17]1[CH:22]=[CH:21][C:20]([O:23][CH2:24][C:25](=[O:27])[CH3:26])=[CH:19][CH:18]=1)[C:28]([NH2:29])=[O:30]. The catalyst class is: 4. (2) Reactant: C([O:8][C:9]1[CH:21]=[CH:20][C:19]2[C:18]3[C:13](=[CH:14][C:15]([N:22]([CH3:25])[CH:23]=[O:24])=[CH:16][CH:17]=3)[N:12]([C:26]([O:28][C:29]([CH3:32])([CH3:31])[CH3:30])=[O:27])[C:11]=2[CH:10]=1)C1C=CC=CC=1. Product: [OH:8][C:9]1[CH:21]=[CH:20][C:19]2[C:18]3[C:13](=[CH:14][C:15]([N:22]([CH3:25])[CH:23]=[O:24])=[CH:16][CH:17]=3)[N:12]([C:26]([O:28][C:29]([CH3:32])([CH3:31])[CH3:30])=[O:27])[C:11]=2[CH:10]=1. The catalyst class is: 19. (3) Reactant: [C:1]([C:4]1[CH:5]=[C:6]([NH:10][C:11]([NH:13][CH2:14][CH2:15][CH2:16][N:17]2[CH2:22][C@@H:21]3[CH2:23][CH2:24][C@H:18]2[C@H:19]([CH2:25][C:26]2[CH:31]=[CH:30][C:29]([F:32])=[CH:28][CH:27]=2)[CH2:20]3)=[O:12])[CH:7]=[CH:8][CH:9]=1)(=[O:3])[CH3:2].[C:33]([C:36]1[CH:37]=[C:38]([NH:42][C:43]([NH:45][CH2:46][CH2:47][CH2:48][N:49]2[CH2:54][C@H:53]3[CH2:55][CH2:56][C@@H:50]2[C@@H:51]([CH2:57][C:58]2[CH:63]=[CH:62][C:61]([F:64])=[CH:60][CH:59]=2)[CH2:52]3)=[O:44])[CH:39]=[CH:40][CH:41]=1)(=[O:35])[CH3:34].[ClH:65].C(OCC)C. The catalyst class is: 4. Product: [ClH:65].[C:1]([C:4]1[CH:5]=[C:6]([NH:10][C:11]([NH:13][CH2:14][CH2:15][CH2:16][N:17]2[CH2:22][C@@H:21]3[CH2:23][CH2:24][C@H:18]2[C@H:19]([CH2:25][C:26]2[CH:27]=[CH:28][C:29]([F:32])=[CH:30][CH:31]=2)[CH2:20]3)=[O:12])[CH:7]=[CH:8][CH:9]=1)(=[O:3])[CH3:2].[ClH:65].[C:33]([C:36]1[CH:37]=[C:38]([NH:42][C:43]([NH:45][CH2:46][CH2:47][CH2:48][N:49]2[CH2:54][C@H:53]3[CH2:55][CH2:56][C@@H:50]2[C@@H:51]([CH2:57][C:58]2[CH:59]=[CH:60][C:61]([F:64])=[CH:62][CH:63]=2)[CH2:52]3)=[O:44])[CH:39]=[CH:40][CH:41]=1)(=[O:35])[CH3:34]. (4) Reactant: [F:1][C:2]1[CH:11]=[C:10]2[C:5]([CH:6]=[C:7]([CH:18]3[CH2:22][CH2:21][CH2:20][NH:19]3)[C:8]([C:12]3[CH:13]=[N:14][CH:15]=[CH:16][CH:17]=3)=[N:9]2)=[CH:4][CH:3]=1.CCN(C(C)C)C(C)C.Cl[C:33]1[N:41]=[CH:40][N:39]=[C:38]2[C:34]=1[NH:35][CH:36]=[N:37]2. Product: [N:41]1[C:33]([N:19]2[CH2:20][CH2:21][CH2:22][CH:18]2[C:7]2[C:8]([C:12]3[CH:13]=[N:14][CH:15]=[CH:16][CH:17]=3)=[N:9][C:10]3[C:5]([CH:6]=2)=[CH:4][CH:3]=[C:2]([F:1])[CH:11]=3)=[C:34]2[C:38]([NH:37][CH:36]=[N:35]2)=[N:39][CH:40]=1. The catalyst class is: 114. (5) Reactant: [C:1]1([CH3:13])[CH:6]=[C:5]([CH3:7])[CH:4]=[C:3]([CH3:8])[C:2]=1[S:9](Cl)(=[O:11])=[O:10].[C:14]1([CH3:22])[CH:19]=[C:18]([CH3:20])[CH:17]=[C:16]([CH3:21])[CH:15]=1.[Al+3].[Cl-].[Cl-].[Cl-]. Product: [C:1]1([CH3:13])[CH:6]=[C:5]([CH3:7])[CH:4]=[C:3]([CH3:8])[C:2]=1[S:9]([C:15]1[C:16]([CH3:21])=[CH:17][C:18]([CH3:20])=[CH:19][C:14]=1[CH3:22])(=[O:11])=[O:10]. The catalyst class is: 33.